Dataset: Reaction yield outcomes from USPTO patents with 853,638 reactions. Task: Predict the reaction yield, written as a fraction of the theoretical maximum amount of product (1.0 means a 100% yield; for example, 0.34 means a 34% yield). The reactants are [CH:1]1([CH2:4][C:5](=O)/[C:6](/[C:11]2[CH:16]=[CH:15][N:14]=[C:13]([NH:17][C:18]3[CH:23]=[CH:22][N:21]=[CH:20][CH:19]=3)[N:12]=2)=[CH:7]\N(C)C)[CH2:3][CH2:2]1.[OH:25][C@@H:26]([CH3:32])[CH2:27][NH:28][C:29]([NH2:31])=[NH:30].C(=O)([O-])[O-].[K+].[K+]. The catalyst is CN(C=O)C. The product is [CH:1]1([CH2:4][C:5]2[C:6]([C:11]3[CH:16]=[CH:15][N:14]=[C:13]([NH:17][C:18]4[CH:23]=[CH:22][N:21]=[CH:20][CH:19]=4)[N:12]=3)=[CH:7][N:31]=[C:29]([NH:28][CH2:27][C@@H:26]([OH:25])[CH3:32])[N:30]=2)[CH2:3][CH2:2]1. The yield is 0.330.